Dataset: Catalyst prediction with 721,799 reactions and 888 catalyst types from USPTO. Task: Predict which catalyst facilitates the given reaction. (1) Reactant: [NH2:1][C:2]1[N:7]([CH2:8][CH2:9][CH2:10][CH3:11])[C:6](=[O:12])[NH:5][C:4](=[O:13])[CH:3]=1.C(=O)([O-])[O-].[Cs+].[Cs+].CN(C)C=O.Br[CH2:26][CH2:27][CH2:28][C:29]([O:31][CH2:32][CH3:33])=[O:30]. Product: [NH2:1][C:2]1[N:7]([CH2:8][CH2:9][CH2:10][CH3:11])[C:6](=[O:12])[N:5]([CH2:26][CH2:27][CH2:28][C:29]([O:31][CH2:32][CH3:33])=[O:30])[C:4](=[O:13])[CH:3]=1. The catalyst class is: 13. (2) Reactant: [Cl:1][C:2]1[CH:7]=[CH:6][CH:5]=[CH:4][C:3]=1[N:8]1[C:12]([C:13]2[S:14][C:15]([C:18]3[CH:23]=[CH:22][CH:21]=[C:20]([S:24]([CH3:27])(=[O:26])=[O:25])[CH:19]=3)=[CH:16][CH:17]=2)=[CH:11][C:10]([CH2:28][C:29]#[N:30])=[N:9]1.[N-:31]=[N+:32]=[N-:33].[Na+].[NH4+].[Cl-].CN(C=O)C. Product: [Cl:1][C:2]1[CH:7]=[CH:6][CH:5]=[CH:4][C:3]=1[N:8]1[C:12]([C:13]2[S:14][C:15]([C:18]3[CH:23]=[CH:22][CH:21]=[C:20]([S:24]([CH3:27])(=[O:25])=[O:26])[CH:19]=3)=[CH:16][CH:17]=2)=[CH:11][C:10]([CH2:28][C:29]2[NH:33][N:32]=[N:31][N:30]=2)=[N:9]1. The catalyst class is: 6. (3) Reactant: [Cl-].[NH4+].[C:3]1([C:20]2[CH:25]=[CH:24][CH:23]=[CH:22][CH:21]=2)[CH:8]=[CH:7][C:6]([C:9]2[N:14]=[C:13]([NH2:15])[C:12]([N+:16]([O-])=O)=[CH:11][C:10]=2[Cl:19])=[CH:5][CH:4]=1.C(O)C. Product: [C:3]1([C:20]2[CH:25]=[CH:24][CH:23]=[CH:22][CH:21]=2)[CH:8]=[CH:7][C:6]([C:9]2[N:14]=[C:13]([NH2:15])[C:12]([NH2:16])=[CH:11][C:10]=2[Cl:19])=[CH:5][CH:4]=1. The catalyst class is: 693. (4) Reactant: [C:1]([C:5]1[C:6]([Cl:31])=[C:7]([C:11]2[NH:19][C:18]3[C:13](=[N:14][C:15]([C:21]4[CH:26]=[CH:25][CH:24]=[CH:23][C:22]=4[C:27]([F:30])([F:29])[F:28])=[N:16][C:17]=3[CH3:20])[N:12]=2)[N:8]([CH3:10])[N:9]=1)([CH3:4])([CH3:3])[CH3:2].Cl. Product: [ClH:31].[C:1]([C:5]1[C:6]([Cl:31])=[C:7]([C:11]2[NH:19][C:18]3[C:13](=[N:14][C:15]([C:21]4[CH:26]=[CH:25][CH:24]=[CH:23][C:22]=4[C:27]([F:29])([F:28])[F:30])=[N:16][C:17]=3[CH3:20])[N:12]=2)[N:8]([CH3:10])[N:9]=1)([CH3:4])([CH3:2])[CH3:3]. The catalyst class is: 14. (5) Reactant: [O:1]([C:8]1[N:13]=[C:12]([CH2:14][O:15][C:16]2[CH:21]=[CH:20][C:19]([CH:22]=[CH:23][C:24]([O:26]CC)=O)=[CH:18][CH:17]=2)[CH:11]=[CH:10][CH:9]=1)[C:2]1[CH:7]=[CH:6][CH:5]=[CH:4][CH:3]=1.C(O)(=O)CC(CC(O)=O)(C(O)=O)O.[NH2:42][OH:43]. Product: [O:1]([C:8]1[N:13]=[C:12]([CH2:14][O:15][C:16]2[CH:21]=[CH:20][C:19]([C:22]3[O:43][N:42]=[C:24]([OH:26])[CH:23]=3)=[CH:18][CH:17]=2)[CH:11]=[CH:10][CH:9]=1)[C:2]1[CH:7]=[CH:6][CH:5]=[CH:4][CH:3]=1. The catalyst class is: 494. (6) Reactant: [CH2:1]([N:3]([CH2:17][CH3:18])[C:4]([S:6][CH2:7][C:8]1([CH:16]=[CH:15][CH:14]=[CH:13][CH2:12]1)[C:9](O)=[O:10])=[S:5])[CH3:2].S(Cl)([Cl:21])=O. Product: [CH2:1]([N:3]([CH2:17][CH3:18])[C:4]([S:6][CH2:7][C:8]1([CH:16]=[CH:15][CH:14]=[CH:13][CH2:12]1)[C:9]([Cl:21])=[O:10])=[S:5])[CH3:2]. The catalyst class is: 4. (7) Reactant: [Br:1][C:2]1[CH:3]=[C:4]([SH:8])[CH:5]=[CH:6][CH:7]=1.C(=O)([O-])[O-].[K+].[K+].I[CH:16]([CH3:18])[CH3:17]. Product: [Br:1][C:2]1[CH:7]=[CH:6][CH:5]=[C:4]([S:8][CH:16]([CH3:18])[CH3:17])[CH:3]=1. The catalyst class is: 21. (8) The catalyst class is: 69. Reactant: [Cl-].O[NH3+:3].[C:4](=[O:7])([O-])[OH:5].[Na+].CS(C)=O.[CH:13]([O:16][C:17]1[N:22]=[CH:21][C:20]([N:23]2[C:28](=[O:29])[C:27]([CH2:30][C:31]3[CH:36]=[CH:35][C:34]([C:37]4[C:38]([C:43]#[N:44])=[CH:39][CH:40]=[CH:41][CH:42]=4)=[CH:33][CH:32]=3)=[C:26]([CH2:45][CH2:46][CH3:47])[N:25]=[C:24]2[CH3:48])=[CH:19][CH:18]=1)([CH3:15])[CH3:14]. Product: [CH:13]([O:16][C:17]1[N:22]=[CH:21][C:20]([N:23]2[C:28](=[O:29])[C:27]([CH2:30][C:31]3[CH:36]=[CH:35][C:34]([C:37]4[CH:42]=[CH:41][CH:40]=[CH:39][C:38]=4[C:43]4[NH:3][C:4](=[O:7])[O:5][N:44]=4)=[CH:33][CH:32]=3)=[C:26]([CH2:45][CH2:46][CH3:47])[N:25]=[C:24]2[CH3:48])=[CH:19][CH:18]=1)([CH3:15])[CH3:14].